From a dataset of Full USPTO retrosynthesis dataset with 1.9M reactions from patents (1976-2016). Predict the reactants needed to synthesize the given product. Given the product [SH:1][C:4]1[CH:24]=[CH:23][C:7]2[N:8]=[C:9]([NH:11][C:12](=[O:22])[O:13][CH2:14][CH2:15][N:16]3[CH2:21][CH2:20][O:19][CH2:18][CH2:17]3)[S:10][C:6]=2[CH:5]=1, predict the reactants needed to synthesize it. The reactants are: [S:1]([C:4]1[CH:24]=[CH:23][C:7]2[N:8]=[C:9]([NH:11][C:12](=[O:22])[O:13][CH2:14][CH2:15][N:16]3[CH2:21][CH2:20][O:19][CH2:18][CH2:17]3)[S:10][C:6]=2[CH:5]=1)C#N.SCC(C(CS)O)O.